This data is from Forward reaction prediction with 1.9M reactions from USPTO patents (1976-2016). The task is: Predict the product of the given reaction. (1) Given the reactants [CH3:1][O:2][C:3]1[CH:4]=[C:5]([CH2:9][CH:10]([CH2:15][CH2:16][CH3:17])[CH2:11][C:12]([OH:14])=O)[CH:6]=[CH:7][CH:8]=1.C(Cl)(=O)C(Cl)=O.[Al+3].[Cl-].[Cl-].[Cl-], predict the reaction product. The product is: [CH3:1][O:2][C:3]1[CH:4]=[C:5]2[C:6](=[CH:7][CH:8]=1)[C:12](=[O:14])[CH2:11][CH:10]([CH2:15][CH2:16][CH3:17])[CH2:9]2. (2) Given the reactants [CH3:1][N:2]1[C:6]([C:7]2[S:11][C:10]([C:12]([O:14]CC)=[O:13])=[N:9][CH:8]=2)=[CH:5][CH:4]=[N:3]1.[OH-].[Na+].Cl, predict the reaction product. The product is: [CH3:1][N:2]1[C:6]([C:7]2[S:11][C:10]([C:12]([OH:14])=[O:13])=[N:9][CH:8]=2)=[CH:5][CH:4]=[N:3]1. (3) Given the reactants [NH2:1][CH2:2][C:3]([NH:5][CH2:6][C:7]1[CH:8]=[C:9]([CH:49]=[CH:50][CH:51]=1)[CH2:10][N:11]1[C:16]([CH3:17])=[CH:15][C:14]([O:18][CH2:19][C:20]2[CH:46]=[CH:45][CH:44]=[CH:43][C:21]=2[CH2:22][NH:23][C:24]([NH:26][C:27]2[N:31]([C:32]3[CH:37]=[CH:36][CH:35]=[C:34]([OH:38])[CH:33]=3)[N:30]=[C:29]([C:39](C)([CH3:41])[CH3:40])[CH:28]=2)=[O:25])=[C:13]([Cl:47])[C:12]1=[O:48])=[O:4].NC1N(C2C=C(O)C=CC=2)N=C(C(C)(C)C)C=1.NC1N(C2C=C(O)C=CC=2)N=C([C:82]([S:85]C)(C)C)C=1, predict the reaction product. The product is: [NH2:1][CH2:2][C:3]([NH:5][CH2:6][C:7]1[CH:8]=[C:9]([CH:49]=[CH:50][CH:51]=1)[CH2:10][N:11]1[C:16]([CH3:17])=[CH:15][C:14]([O:18][CH2:19][C:20]2[CH:46]=[CH:45][CH:44]=[CH:43][C:21]=2[CH2:22][NH:23][C:24]([NH:26][C:27]2[N:31]([C:32]3[CH:37]=[CH:36][CH:35]=[C:34]([OH:38])[CH:33]=3)[N:30]=[C:29]([C:39]([S:85][CH3:82])([CH3:41])[CH3:40])[CH:28]=2)=[O:25])=[C:13]([Cl:47])[C:12]1=[O:48])=[O:4].